Dataset: Reaction yield outcomes from USPTO patents with 853,638 reactions. Task: Predict the reaction yield, written as a fraction of the theoretical maximum amount of product (1.0 means a 100% yield; for example, 0.34 means a 34% yield). (1) The reactants are [Cl:1][C:2]1[C:7]([CH:8]=[O:9])=[C:6]([N:10]2[CH2:22][CH2:21][N:13]3[C:14]4[CH2:15][CH2:16][CH2:17][CH2:18][C:19]=4[CH:20]=[C:12]3[C:11]2=[O:23])[N:5]=[CH:4][CH:3]=1.[BH4-].[Na+]. The catalyst is CO. The product is [Cl:1][C:2]1[CH:3]=[CH:4][N:5]=[C:6]([N:10]2[CH2:22][CH2:21][N:13]3[C:14]4[CH2:15][CH2:16][CH2:17][CH2:18][C:19]=4[CH:20]=[C:12]3[C:11]2=[O:23])[C:7]=1[CH2:8][OH:9]. The yield is 0.900. (2) The reactants are [NH2:1][C:2]1[CH:10]=[C:9]2[C:5]([C:6]([CH3:13])([CH3:12])[C:7](=[O:11])[NH:8]2)=[CH:4][CH:3]=1.Cl[C:15]1[C:16]2[CH2:24][N:23]([C:25]3[C:30]([Cl:31])=[CH:29][CH:28]=[CH:27][N:26]=3)[CH2:22][CH2:21][C:17]=2[N:18]=[CH:19][N:20]=1.C([O-])([O-])=O.[Na+].[Na+]. The catalyst is CC#N. The product is [Cl:31][C:30]1[C:25]([N:23]2[CH2:22][CH2:21][C:17]3[N:18]=[CH:19][N:20]=[C:15]([NH:1][C:2]4[CH:10]=[C:9]5[C:5]([C:6]([CH3:13])([CH3:12])[C:7](=[O:11])[NH:8]5)=[CH:4][CH:3]=4)[C:16]=3[CH2:24]2)=[N:26][CH:27]=[CH:28][CH:29]=1. The yield is 0.800.